This data is from Reaction yield outcomes from USPTO patents with 853,638 reactions. The task is: Predict the reaction yield, written as a fraction of the theoretical maximum amount of product (1.0 means a 100% yield; for example, 0.34 means a 34% yield). (1) The reactants are [C:1]([O:5][C:6]([NH:8][C@@H:9]([CH3:16])[C:10](N(OC)C)=O)=[O:7])([CH3:4])([CH3:3])[CH3:2].[H-].[Al+3].[Li+].[H-].[H-].[H-].S([O-])(O)(=O)=O.[K+].[CH3:29][O:30][C:31]([CH2:33]P(OC)(OC)=O)=[O:32].[H-].[Na+]. The catalyst is C(OCC)C.O1CCCC1.[Cl-].[Na+].O.C(OCC)(=O)C.O. The product is [C:1]([O:5][C:6]([NH:8][C@@H:9]([CH3:16])/[CH:10]=[CH:33]/[C:31]([O:30][CH3:29])=[O:32])=[O:7])([CH3:2])([CH3:3])[CH3:4]. The yield is 0.690. (2) The reactants are [C:1]([C:5]1[CH:23]=[CH:22][C:8]2[O:9][C:10]3[C:17]([C:18]([F:21])([F:20])[F:19])=[CH:16][CH:15]=[CH:14][C:11]=3[CH:12]=[N:13][C:7]=2[CH:6]=1)([CH3:4])([CH3:3])[CH3:2].[CH3:24]/[C:25](/[C:28]([CH3:30])=O)=[N:26]\O. The catalyst is C(O)(=O)C.[Zn]. The product is [C:1]([C:5]1[CH:23]=[CH:22][C:8]2[O:9][C:10]3[C:17]([C:18]([F:19])([F:20])[F:21])=[CH:16][CH:15]=[CH:14][C:11]=3[C:12]3[N:13]([C:28]([CH3:30])=[C:25]([CH3:24])[N:26]=3)[C:7]=2[CH:6]=1)([CH3:4])([CH3:2])[CH3:3]. The yield is 0.970. (3) The reactants are [N+:1]([C:4]1[CH:5]=[C:6]([CH:8]=[CH:9][CH:10]=1)[NH2:7])([O-:3])=[O:2].[CH:11]([C:13]([CH3:15])=O)=[CH2:12]. The catalyst is C(O)(=O)C.[Cl-].[Zn+2].[Cl-]. The product is [N+:1]([C:4]1[CH:10]=[CH:9][CH:8]=[C:6]2[C:5]=1[C:13]([CH3:15])=[CH:11][CH:12]=[N:7]2)([O-:3])=[O:2]. The yield is 0.640. (4) The reactants are [CH3:1][C:2]1[N:16]=[C:15]([N:17]2[CH:21]=[N:20][CH:19]=[N:18]2)[CH:14]=[CH:13][C:3]=1[C:4]([O:6]C1N(C)N=CC=1)=O.C([N:24]([CH2:27][CH3:28])[CH2:25]C)C.CC(C)([OH:33])C#N.[C:35](#[N:37])C. No catalyst specified. The product is [OH:33][C:27]1[N:24]([CH3:25])[N:37]=[CH:35][C:28]=1[C:4]([C:3]1[C:2]([CH3:1])=[N:16][C:15]([N:17]2[CH:21]=[N:20][CH:19]=[N:18]2)=[CH:14][CH:13]=1)=[O:6]. The yield is 0.930.